This data is from Catalyst prediction with 721,799 reactions and 888 catalyst types from USPTO. The task is: Predict which catalyst facilitates the given reaction. Reactant: Br[C:2]1[CH:35]=[CH:34][C:5]([CH2:6][N:7]2[C:11]3[CH:12]=[C:13]([O:16][CH2:17][C:18]4[CH:23]=[CH:22][C:21]([CH3:24])=[CH:20][N:19]=4)[CH:14]=[CH:15][C:10]=3[N:9]=[C:8]2[C@H:25]2[CH2:30][CH2:29][CH2:28][CH2:27][C@H:26]2[C:31]([OH:33])=[O:32])=[CH:4][CH:3]=1.C(Cl)Cl.[CH3:39][O:40][C:41]1[N:46]=[CH:45][C:44](B(O)O)=[CH:43][N:42]=1.C([O-])([O-])=O.[Na+].[Na+]. Product: [CH3:39][O:40][C:41]1[N:46]=[CH:45][C:44]([C:2]2[CH:3]=[CH:4][C:5]([CH2:6][N:7]3[C:11]4[CH:12]=[C:13]([O:16][CH2:17][C:18]5[CH:23]=[CH:22][C:21]([CH3:24])=[CH:20][N:19]=5)[CH:14]=[CH:15][C:10]=4[N:9]=[C:8]3[C@H:25]3[CH2:30][CH2:29][CH2:28][CH2:27][C@H:26]3[C:31]([OH:33])=[O:32])=[CH:34][CH:35]=2)=[CH:43][N:42]=1. The catalyst class is: 294.